This data is from Peptide-MHC class I binding affinity with 185,985 pairs from IEDB/IMGT. The task is: Regression. Given a peptide amino acid sequence and an MHC pseudo amino acid sequence, predict their binding affinity value. This is MHC class I binding data. (1) The peptide sequence is ITFHNQRDF. The MHC is HLA-B15:01 with pseudo-sequence HLA-B15:01. The binding affinity (normalized) is 0.539. (2) The peptide sequence is CARRRLRTL. The MHC is HLA-B08:02 with pseudo-sequence HLA-B08:02. The binding affinity (normalized) is 0.0847. (3) The peptide sequence is GSVGLGKVL. The binding affinity (normalized) is 0.0208. The MHC is Patr-B0101 with pseudo-sequence Patr-B0101.